From a dataset of Full USPTO retrosynthesis dataset with 1.9M reactions from patents (1976-2016). Predict the reactants needed to synthesize the given product. (1) The reactants are: Cl.[N:2]1[CH:7]=[CH:6][CH:5]=[CH:4][C:3]=1[CH2:8][O:9][C:10]1[CH:18]=[CH:17][C:13]([C:14](Cl)=[O:15])=[CH:12][CH:11]=1.C(Cl)Cl.Cl.[NH:23]1[CH:27]=[CH:26][N:25]=[C:24]1[C:28]1[CH:29]=[CH:30][C:31]([CH3:35])=[C:32]([CH:34]=1)[NH2:33]. Given the product [NH:23]1[CH:27]=[CH:26][N:25]=[C:24]1[C:28]1[CH:29]=[CH:30][C:31]([CH3:35])=[C:32]([NH:33][C:14](=[O:15])[C:13]2[CH:17]=[CH:18][C:10]([O:9][CH2:8][C:3]3[CH:4]=[CH:5][CH:6]=[CH:7][N:2]=3)=[CH:11][CH:12]=2)[CH:34]=1, predict the reactants needed to synthesize it. (2) Given the product [CH3:24][O:18][C:17]([C:10]1[CH:9]=[C:8]([C:5]2[CH:6]=[CH:7][C:2]([CH3:1])=[CH:3][CH:4]=2)[CH:13]=[C:12]([N+:14]([O-:16])=[O:15])[CH:11]=1)=[O:19], predict the reactants needed to synthesize it. The reactants are: [CH3:1][C:2]1[CH:7]=[CH:6][C:5]([C:8]2[CH:13]=[C:12]([N+:14]([O-:16])=[O:15])[CH:11]=[C:10]([C:17]([OH:19])=[O:18])[CH:9]=2)=[CH:4][CH:3]=1.O=S(Cl)Cl.[CH3:24]O. (3) Given the product [C:26]([C:19]1[CH:20]=[C:21]2[C:16](=[CH:17][CH:18]=1)[NH:15][CH:14]([C:10]1[CH:9]=[C:8]([NH:7][S:3]([CH2:1][CH3:2])(=[O:5])=[O:4])[CH:13]=[CH:12][CH:11]=1)[CH2:23][C:22]2([CH3:25])[CH3:24])#[N:27], predict the reactants needed to synthesize it. The reactants are: [CH2:1]([S:3](Cl)(=[O:5])=[O:4])[CH3:2].[NH2:7][C:8]1[CH:9]=[C:10]([CH:14]2[CH2:23][C:22]([CH3:25])([CH3:24])[C:21]3[C:16](=[CH:17][CH:18]=[C:19]([C:26]#[N:27])[CH:20]=3)[NH:15]2)[CH:11]=[CH:12][CH:13]=1.N1C=CC=CC=1.